From a dataset of TCR-epitope binding with 47,182 pairs between 192 epitopes and 23,139 TCRs. Binary Classification. Given a T-cell receptor sequence (or CDR3 region) and an epitope sequence, predict whether binding occurs between them. The epitope is PROT_97E67BCC. The TCR CDR3 sequence is CASSKRTSGATDEQFF. Result: 1 (the TCR binds to the epitope).